From a dataset of Full USPTO retrosynthesis dataset with 1.9M reactions from patents (1976-2016). Predict the reactants needed to synthesize the given product. (1) Given the product [CH3:27][N:26]([CH3:28])[C:25]1[CH:29]=[CH:30][C:22]([C:20]#[C:21][C:2]2[C:10]3[C:5](=[CH:6][C:7]([CH:11]=[O:12])=[CH:8][CH:9]=3)[NH:4][CH:13]=2)=[CH:23][CH:24]=1, predict the reactants needed to synthesize it. The reactants are: I[C:2]1[C:10]2[C:5](=[CH:6][C:7]([CH:11]=[O:12])=[CH:8][CH:9]=2)[NH:4]N=1.[CH3:13]CN(CC)CC.[C:20]([C:22]1[CH:30]=[CH:29][C:25]([N:26]([CH3:28])[CH3:27])=[CH:24][CH:23]=1)#[CH:21]. (2) Given the product [Br:13][C:14]1[CH:21]=[CH:20][CH:19]=[CH:18][C:15]=1[CH:16]([C:7]1[CH:8]=[N:9][CH:10]=[CH:11][CH:12]=1)[OH:17], predict the reactants needed to synthesize it. The reactants are: [Li]CCCC.Br[C:7]1[CH:8]=[N:9][CH:10]=[CH:11][CH:12]=1.[Br:13][C:14]1[CH:21]=[CH:20][CH:19]=[CH:18][C:15]=1[CH:16]=[O:17]. (3) Given the product [F:2][C:3]1[C:4]([C:15]([F:18])([F:16])[F:17])=[C:5]([CH:9]2[CH2:10][CH2:11][N:12]([C:35]([C:32]3[C:29]4[CH2:30][CH2:31][N:26]([C:24]([O:23][C:19]([CH3:22])([CH3:21])[CH3:20])=[O:25])[CH2:27][C:28]=4[NH:34][N:33]=3)=[O:36])[CH2:13][CH2:14]2)[CH:6]=[CH:7][CH:8]=1, predict the reactants needed to synthesize it. The reactants are: Cl.[F:2][C:3]1[C:4]([C:15]([F:18])([F:17])[F:16])=[C:5]([CH:9]2[CH2:14][CH2:13][NH:12][CH2:11][CH2:10]2)[CH:6]=[CH:7][CH:8]=1.[C:19]([O:23][C:24]([N:26]1[CH2:31][CH2:30][C:29]2[C:32]([C:35](O)=[O:36])=[N:33][NH:34][C:28]=2[CH2:27]1)=[O:25])([CH3:22])([CH3:21])[CH3:20].C(N(C(C)C)CC)(C)C.CCN=C=NCCCN(C)C.C1C=CC2N(O)N=NC=2C=1. (4) Given the product [C:1]([O:5][C:6](=[O:18])[CH2:7][N:8]1[C:16]2[C:11](=[CH:12][CH:13]=[C:14]([O:17][CH:28]([C:30]3[S:34][C:33]([C:35]4[CH:36]=[CH:37][C:38]([C:41]([F:43])([F:42])[F:44])=[CH:39][CH:40]=4)=[N:32][C:31]=3[CH3:45])[CH2:27][CH2:26][CH2:25][O:24][Si:23]([C:19]([CH3:22])([CH3:21])[CH3:20])([CH3:47])[CH3:46])[CH:15]=2)[CH:10]=[CH:9]1)([CH3:4])([CH3:2])[CH3:3], predict the reactants needed to synthesize it. The reactants are: [C:1]([O:5][C:6](=[O:18])[CH2:7][N:8]1[C:16]2[C:11](=[CH:12][CH:13]=[C:14]([OH:17])[CH:15]=2)[CH:10]=[CH:9]1)([CH3:4])([CH3:3])[CH3:2].[C:19]([Si:23]([CH3:47])([CH3:46])[O:24][CH2:25][CH2:26][CH2:27][CH:28]([C:30]1[S:34][C:33]([C:35]2[CH:40]=[CH:39][C:38]([C:41]([F:44])([F:43])[F:42])=[CH:37][CH:36]=2)=[N:32][C:31]=1[CH3:45])O)([CH3:22])([CH3:21])[CH3:20].C(P(CCCC)CCCC)CCC.CN(C)C(N=NC(N(C)C)=O)=O. (5) Given the product [CH2:13]([N:8]1[C:9]([OH:12])=[CH:10][CH:11]=[C:6]([C:5]([OH:15])=[O:4])[CH2:7]1)[CH3:14], predict the reactants needed to synthesize it. The reactants are: [OH-].[Li+].C[O:4][C:5](=[O:15])[C:6]1[CH2:7][N:8]([CH2:13][CH3:14])[C:9]([OH:12])=[CH:10][CH:11]=1. (6) Given the product [F:1][C:2]1[CH:3]=[CH:4][C:5]([C@@H:8]2[CH2:12][N:11]([S:13]([C:16]3[N:17]=[CH:18][N:19]([CH3:21])[CH:20]=3)(=[O:15])=[O:14])[CH2:10][C@H:9]2[C:22]([C:28]2[CH:33]=[CH:32][CH:31]=[CH:30][CH:29]=2)=[O:23])=[CH:6][CH:7]=1, predict the reactants needed to synthesize it. The reactants are: [F:1][C:2]1[CH:7]=[CH:6][C:5]([C@@H:8]2[CH2:12][N:11]([S:13]([C:16]3[N:17]=[CH:18][N:19]([CH3:21])[CH:20]=3)(=[O:15])=[O:14])[CH2:10][C@H:9]2[C:22](N(OC)C)=[O:23])=[CH:4][CH:3]=1.[C:28]1([Mg]Br)[CH:33]=[CH:32][CH:31]=[CH:30][CH:29]=1. (7) Given the product [Cl:1][C:2]1[N:7]=[C:6]([C:8]2[S:12][C:11]([N:13]3[CH2:14][CH2:15][O:16][CH2:17][CH2:18]3)=[N:10][C:9]=2[C:19]2[C:20]([F:26])=[C:21]([NH:22][S:35]([C:29]3[C:30]([F:34])=[CH:31][CH:32]=[CH:33][C:28]=3[F:27])(=[O:37])=[O:36])[CH:23]=[CH:24][CH:25]=2)[CH:5]=[CH:4][N:3]=1, predict the reactants needed to synthesize it. The reactants are: [Cl:1][C:2]1[N:7]=[C:6]([C:8]2[S:12][C:11]([N:13]3[CH2:18][CH2:17][O:16][CH2:15][CH2:14]3)=[N:10][C:9]=2[C:19]2[C:20]([F:26])=[C:21]([CH:23]=[CH:24][CH:25]=2)[NH2:22])[CH:5]=[CH:4][N:3]=1.[F:27][C:28]1[CH:33]=[CH:32][CH:31]=[C:30]([F:34])[C:29]=1[S:35](Cl)(=[O:37])=[O:36]. (8) Given the product [F:1][C:2]1[C:3]([I:29])=[C:4]([NH:8][C:9](=[O:15])[O:10][C:11]([CH3:12])([CH3:14])[CH3:13])[CH:5]=[N:6][CH:7]=1, predict the reactants needed to synthesize it. The reactants are: [F:1][C:2]1[CH:3]=[C:4]([NH:8][C:9](=[O:15])[O:10][C:11]([CH3:14])([CH3:13])[CH3:12])[CH:5]=[N:6][CH:7]=1.CN(C)CCN(C)C.[Li]CCCC.[I:29]I.Cl.